This data is from Full USPTO retrosynthesis dataset with 1.9M reactions from patents (1976-2016). The task is: Predict the reactants needed to synthesize the given product. (1) Given the product [CH2:20]([N:7]1[CH:6]=[C:5]([C:9]([O:11][CH2:12][CH3:13])=[O:10])[C:4]([N+:1]([O-:3])=[O:2])=[N:8]1)[C:21]1[CH:26]=[CH:25][CH:24]=[CH:23][CH:22]=1, predict the reactants needed to synthesize it. The reactants are: [N+:1]([C:4]1[NH:8][N:7]=[CH:6][C:5]=1[C:9]([O:11][CH2:12][CH3:13])=[O:10])([O-:3])=[O:2].C(=O)([O-])[O-].[K+].[K+].[CH2:20](Br)[C:21]1[CH:26]=[CH:25][CH:24]=[CH:23][CH:22]=1.[I-].[K+]. (2) Given the product [Cl:1][C:2]1[CH:7]=[CH:6][CH:5]=[CH:4][C:3]=1[C:8]1[N:12]2[C:13]3[C:18]([N:19]=[C:20]([CH3:21])[C:11]2=[C:10]([CH3:24])[N:9]=1)=[CH:17][C:16]([OH:22])=[CH:15][CH:14]=3, predict the reactants needed to synthesize it. The reactants are: [Cl:1][C:2]1[CH:7]=[CH:6][CH:5]=[CH:4][C:3]=1[C:8]1[N:12]2[C:13]3[C:18]([N:19]=[C:20]([CH3:21])[C:11]2=[C:10]([CH3:24])[N:9]=1)=[CH:17][C:16]([O:22]C)=[CH:15][CH:14]=3.B(Br)(Br)Br.C(=O)([O-])[O-].[K+].[K+]. (3) Given the product [NH2:1][C:4]1[CH:15]=[CH:14][C:7]2[NH:8][C:9](=[O:13])[CH2:10][CH2:11][CH2:12][C:6]=2[CH:5]=1, predict the reactants needed to synthesize it. The reactants are: [N+:1]([C:4]1[CH:15]=[CH:14][C:7]2[NH:8][C:9](=[O:13])[CH2:10][CH2:11][CH2:12][C:6]=2[CH:5]=1)([O-])=O.C([O-])=O.[NH4+]. (4) Given the product [CH:1]([N:14]1[CH2:17][CH:16]([C:31]2([OH:30])[CH2:32][CH2:33][N:34]([C:37]([O:39][C:40]([CH3:42])([CH3:41])[CH3:43])=[O:38])[CH2:35][CH2:36]2)[CH2:15]1)([C:8]1[CH:13]=[CH:12][CH:11]=[CH:10][CH:9]=1)[C:2]1[CH:7]=[CH:6][CH:5]=[CH:4][CH:3]=1, predict the reactants needed to synthesize it. The reactants are: [CH:1]([N:14]1[CH2:17][CH:16](I)[CH2:15]1)([C:8]1[CH:13]=[CH:12][CH:11]=[CH:10][CH:9]=1)[C:2]1[CH:7]=[CH:6][CH:5]=[CH:4][CH:3]=1.CN(P(N(C)C)(N(C)C)=O)C.[O:30]=[C:31]1[CH2:36][CH2:35][N:34]([C:37]([O:39][C:40]([CH3:43])([CH3:42])[CH3:41])=[O:38])[CH2:33][CH2:32]1.[NH4+].[Cl-]. (5) Given the product [Cl:17][CH:6]([CH2:12][CH2:13][CH2:14][CH2:15][CH3:16])[CH2:7][CH2:8][CH2:9][CH2:10][CH3:11], predict the reactants needed to synthesize it. The reactants are: CS(O[CH:6]([CH2:12][CH2:13][CH2:14][CH2:15][CH3:16])[CH2:7][CH2:8][CH2:9][CH2:10][CH3:11])(=O)=O.[Cl-:17].[Li+].O. (6) Given the product [Br:8][C:9]1[CH:10]=[CH:11][C:12]([NH:15][C:5](=[O:7])[CH3:6])=[N:13][CH:14]=1, predict the reactants needed to synthesize it. The reactants are: C(O[C:5](=[O:7])[CH3:6])(=O)C.[Br:8][C:9]1[CH:10]=[CH:11][C:12]([NH2:15])=[N:13][CH:14]=1.CC(C)([O-])C.[K+]. (7) Given the product [CH3:33][O:32][C:30](=[O:31])[CH2:29][NH:28][C:11]1[CH:10]=[C:9]2[C:4]([C:5](=[O:27])[C:6]([C:25]#[N:26])=[CH:7][N:8]2[CH2:13][C:14]2[CH:19]=[CH:18][C:17]([C:20]([F:22])([F:21])[F:23])=[CH:16][C:15]=2[F:24])=[CH:3][C:2]=1[F:1], predict the reactants needed to synthesize it. The reactants are: [F:1][C:2]1[CH:3]=[C:4]2[C:9](=[CH:10][C:11]=1F)[N:8]([CH2:13][C:14]1[CH:19]=[CH:18][C:17]([C:20]([F:23])([F:22])[F:21])=[CH:16][C:15]=1[F:24])[CH:7]=[C:6]([C:25]#[N:26])[C:5]2=[O:27].[NH2:28][CH2:29][C:30]([O:32][CH3:33])=[O:31].